This data is from Forward reaction prediction with 1.9M reactions from USPTO patents (1976-2016). The task is: Predict the product of the given reaction. Given the reactants Cl[C:2]1[C:11]([CH3:12])=[C:10]([Cl:13])[C:9]2[C:4](=[CH:5][C:6]([F:15])=[CH:7][C:8]=2[F:14])[N:3]=1.[NH:16]1[CH2:20][CH2:19][CH2:18][C@@H:17]1[C:21]([O:23][C:24]([CH3:27])([CH3:26])[CH3:25])=[O:22].C(N(CC)CC)C, predict the reaction product. The product is: [Cl:13][C:10]1[C:9]2[C:4](=[CH:5][C:6]([F:15])=[CH:7][C:8]=2[F:14])[N:3]=[C:2]([N:16]2[CH2:20][CH2:19][CH2:18][C@@H:17]2[C:21]([O:23][C:24]([CH3:27])([CH3:26])[CH3:25])=[O:22])[C:11]=1[CH3:12].